This data is from Forward reaction prediction with 1.9M reactions from USPTO patents (1976-2016). The task is: Predict the product of the given reaction. (1) The product is: [NH2:1][C:4]1[CH:12]=[CH:11][CH:10]=[C:9]2[C:5]=1[CH:6]=[N:7][NH:8]2. Given the reactants [N+:1]([C:4]1[CH:12]=[CH:11][CH:10]=[C:9]2[C:5]=1[CH:6]=[N:7][NH:8]2)([O-])=O, predict the reaction product. (2) Given the reactants [CH2:1]([N:8](C(C(C)(C)C)=O)[C@H:9]1[CH2:18][CH2:17][C:16]2[C:11](=[CH:12][CH:13]=[CH:14][C:15]=2[C:19]2[C:20]([CH3:26])=[N:21][N:22]([CH3:25])[C:23]=2[CH3:24])[CH2:10]1)[C:2]1[CH:7]=[CH:6][CH:5]=[CH:4][CH:3]=1.C(O)(C(F)(F)F)=O.O, predict the reaction product. The product is: [CH2:1]([NH:8][C@H:9]1[CH2:18][CH2:17][C:16]2[C:11](=[CH:12][CH:13]=[CH:14][C:15]=2[C:19]2[C:20]([CH3:26])=[N:21][N:22]([CH3:25])[C:23]=2[CH3:24])[CH2:10]1)[C:2]1[CH:7]=[CH:6][CH:5]=[CH:4][CH:3]=1. (3) Given the reactants [CH3:1][S:2]([CH:5]1[CH2:10][CH2:9][N:8]([CH2:11][CH2:12]O)[CH2:7][CH2:6]1)(=[O:4])=[O:3].S(Cl)([Cl:16])=O.C1COCC1, predict the reaction product. The product is: [Cl:16][CH2:12][CH2:11][N:8]1[CH2:9][CH2:10][CH:5]([S:2]([CH3:1])(=[O:4])=[O:3])[CH2:6][CH2:7]1. (4) The product is: [O:35]=[C:26]1[C:25]([CH:22]2[CH2:23][CH2:24][N:19]([C:17]([O:16][C@H:12]([CH2:11][C:4]3[CH:5]=[C:6]4[C:10](=[C:2]([CH3:1])[CH:3]=3)[NH:9][N:8]=[CH:7]4)[C:13]([N:55]3[CH2:54][CH2:53][N:52]([C:49]4[CH:48]=[CH:47][C:46]([F:45])=[CH:51][CH:50]=4)[CH2:57][CH2:56]3)=[O:14])=[O:18])[CH2:20][CH2:21]2)=[CH:34][C:33]2[C:28](=[CH:29][CH:30]=[CH:31][CH:32]=2)[NH:27]1. Given the reactants [CH3:1][C:2]1[CH:3]=[C:4]([CH2:11][C@@H:12]([O:16][C:17]([N:19]2[CH2:24][CH2:23][CH:22]([C:25]3[C:26](=[O:35])[NH:27][C:28]4[C:33]([CH:34]=3)=[CH:32][CH:31]=[CH:30][CH:29]=4)[CH2:21][CH2:20]2)=[O:18])[C:13](O)=[O:14])[CH:5]=[C:6]2[C:10]=1[NH:9][N:8]=[CH:7]2.C(N(C(C)C)CC)(C)C.[F:45][C:46]1[CH:51]=[CH:50][C:49]([N:52]2[CH2:57][CH2:56][NH:55][CH2:54][CH2:53]2)=[CH:48][CH:47]=1.C1CN([P+](ON2N=NC3C=CC=CC2=3)(N2CCCC2)N2CCCC2)CC1.F[P-](F)(F)(F)(F)F, predict the reaction product. (5) Given the reactants [NH2:1][C:2]1[CH:3]=[C:4]([CH:8]=[CH:9][C:10]=1[CH3:11])[C:5]([OH:7])=O.Cl.[NH:13]1[CH2:18][CH2:17][CH:16]([C:19]2[CH:26]=[CH:25][C:22]([C:23]#[N:24])=[CH:21][CH:20]=2)[CH2:15][CH2:14]1.CCN=C=NCCCN(C)C.C1C=CC2N(O)N=NC=2C=1.CCN(C(C)C)C(C)C, predict the reaction product. The product is: [NH2:1][C:2]1[CH:3]=[C:4]([CH:8]=[CH:9][C:10]=1[CH3:11])[C:5]([N:13]1[CH2:18][CH2:17][CH:16]([C:19]2[CH:26]=[CH:25][C:22]([C:23]#[N:24])=[CH:21][CH:20]=2)[CH2:15][CH2:14]1)=[O:7]. (6) Given the reactants Cl[C:2]1[N:7]=[C:6]([CH:8]([CH:11]2[N:15]([CH:16]3[CH2:19][CH2:18][CH2:17]3)[C:14]3[CH:20]=[CH:21][CH:22]=[CH:23][C:13]=3[NH:12]2)[C:9]#[N:10])[CH:5]=[CH:4][N:3]=1.[NH2:24][CH2:25][CH2:26][CH2:27][N:28]1[CH2:32][CH2:31][CH2:30][C:29]1=[O:33], predict the reaction product. The product is: [CH:16]1([N:15]2[C:14]3[CH:20]=[CH:21][CH:22]=[CH:23][C:13]=3[NH:12]/[C:11]/2=[C:8](\[C:6]2[CH:5]=[CH:4][N:3]=[C:2]([NH:24][CH2:25][CH2:26][CH2:27][N:28]3[CH2:32][CH2:31][CH2:30][C:29]3=[O:33])[N:7]=2)/[C:9]#[N:10])[CH2:19][CH2:18][CH2:17]1.